From a dataset of NCI-60 drug combinations with 297,098 pairs across 59 cell lines. Regression. Given two drug SMILES strings and cell line genomic features, predict the synergy score measuring deviation from expected non-interaction effect. (1) Drug 1: C1CCN(CC1)CCOC2=CC=C(C=C2)C(=O)C3=C(SC4=C3C=CC(=C4)O)C5=CC=C(C=C5)O. Drug 2: CN(C)N=NC1=C(NC=N1)C(=O)N. Cell line: HOP-92. Synergy scores: CSS=-7.09, Synergy_ZIP=-1.42, Synergy_Bliss=-11.2, Synergy_Loewe=-10.7, Synergy_HSA=-12.2. (2) Drug 1: CC(C1=C(C=CC(=C1Cl)F)Cl)OC2=C(N=CC(=C2)C3=CN(N=C3)C4CCNCC4)N. Drug 2: CC1=C(C=C(C=C1)NC(=O)C2=CC=C(C=C2)CN3CCN(CC3)C)NC4=NC=CC(=N4)C5=CN=CC=C5. Cell line: SK-OV-3. Synergy scores: CSS=2.00, Synergy_ZIP=0.508, Synergy_Bliss=2.24, Synergy_Loewe=-4.94, Synergy_HSA=-0.984. (3) Drug 1: CC1C(C(CC(O1)OC2CC(CC3=C2C(=C4C(=C3O)C(=O)C5=C(C4=O)C(=CC=C5)OC)O)(C(=O)C)O)N)O.Cl. Drug 2: CC(C)NC(=O)C1=CC=C(C=C1)CNNC.Cl. Cell line: MCF7. Synergy scores: CSS=5.91, Synergy_ZIP=-5.27, Synergy_Bliss=-3.40, Synergy_Loewe=-20.2, Synergy_HSA=-4.39. (4) Drug 1: CC1C(C(CC(O1)OC2CC(OC(C2O)C)OC3=CC4=CC5=C(C(=O)C(C(C5)C(C(=O)C(C(C)O)O)OC)OC6CC(C(C(O6)C)O)OC7CC(C(C(O7)C)O)OC8CC(C(C(O8)C)O)(C)O)C(=C4C(=C3C)O)O)O)O. Drug 2: CC12CCC3C(C1CCC2O)C(CC4=C3C=CC(=C4)O)CCCCCCCCCS(=O)CCCC(C(F)(F)F)(F)F. Cell line: LOX IMVI. Synergy scores: CSS=12.8, Synergy_ZIP=2.54, Synergy_Bliss=7.74, Synergy_Loewe=-43.6, Synergy_HSA=3.34.